From a dataset of P-glycoprotein inhibition data for predicting drug efflux from Broccatelli et al.. Regression/Classification. Given a drug SMILES string, predict its absorption, distribution, metabolism, or excretion properties. Task type varies by dataset: regression for continuous measurements (e.g., permeability, clearance, half-life) or binary classification for categorical outcomes (e.g., BBB penetration, CYP inhibition). Dataset: pgp_broccatelli. (1) The compound is CC(=O)c1ccccc1OC[C@@H](O)CN1CCC(Cc2ccccc2)CC1. The result is 1 (inhibitor). (2) The compound is O=C(CCc1ccccc1)c1ccccc1OCCCCN1CCOCC1. The result is 1 (inhibitor). (3) The compound is CCOC/C=C/c1ccc(-c2ncc(-c3ccc(NCC(C)C)cc3)[nH]2)cc1. The result is 1 (inhibitor).